From a dataset of Reaction yield outcomes from USPTO patents with 853,638 reactions. Predict the reaction yield, written as a fraction of the theoretical maximum amount of product (1.0 means a 100% yield; for example, 0.34 means a 34% yield). The reactants are [CH2:1]([C:4]1[N:8]([CH2:9][C:10]2[CH:11]=[N:12][C:13]([C:16]3[CH:21]=[CH:20][CH:19]=[CH:18][C:17]=3[C:22]3[NH:26][N:25]=[N:24][N:23]=3)=[CH:14][CH:15]=2)[N:7]=[C:6]([C:27](O)=[O:28])[CH:5]=1)[CH2:2][CH3:3].CN(C(ON1N=NC2C=CC=NC1=2)=[N+](C)C)C.F[P-](F)(F)(F)(F)F.CCN(C(C)C)C(C)C.CN(C=O)C.[NH2:68][C@H:69]([CH2:74][C:75]1[CH:80]=[CH:79][CH:78]=[CH:77][C:76]=1[C:81]([F:84])([F:83])[F:82])[CH2:70][C:71]([OH:73])=[O:72].Cl. No catalyst specified. The product is [CH2:1]([C:4]1[N:8]([CH2:9][C:10]2[CH:11]=[N:12][C:13]([C:16]3[CH:21]=[CH:20][CH:19]=[CH:18][C:17]=3[C:22]3[NH:23][N:24]=[N:25][N:26]=3)=[CH:14][CH:15]=2)[N:7]=[C:6]([C:27]([NH:68][C@H:69]([CH2:74][C:75]2[CH:80]=[CH:79][CH:78]=[CH:77][C:76]=2[C:81]([F:82])([F:83])[F:84])[CH2:70][C:71]([OH:73])=[O:72])=[O:28])[CH:5]=1)[CH2:2][CH3:3]. The yield is 1.00.